Dataset: CYP2C19 inhibition data for predicting drug metabolism from PubChem BioAssay. Task: Regression/Classification. Given a drug SMILES string, predict its absorption, distribution, metabolism, or excretion properties. Task type varies by dataset: regression for continuous measurements (e.g., permeability, clearance, half-life) or binary classification for categorical outcomes (e.g., BBB penetration, CYP inhibition). Dataset: cyp2c19_veith. The compound is COc1ccc(-n2c(=O)cnc3cnc(OC)nc32)cc1. The result is 0 (non-inhibitor).